From a dataset of Forward reaction prediction with 1.9M reactions from USPTO patents (1976-2016). Predict the product of the given reaction. (1) Given the reactants O[C:2]1[N:10]=[CH:9][C:8]([N+:11]([O-:13])=[O:12])=[CH:7][C:3]=1[C:4]([OH:6])=[O:5].CN(C)C=O.S(Cl)([Cl:21])=O, predict the reaction product. The product is: [Cl:21][C:2]1[N:10]=[CH:9][C:8]([N+:11]([O-:13])=[O:12])=[CH:7][C:3]=1[C:4]([OH:6])=[O:5]. (2) Given the reactants [CH3:1][O:2][CH2:3][CH2:4][O:5][CH2:6][CH2:7][O:8][CH2:9][CH2:10][O:11][CH2:12][CH2:13][O:14][CH2:15][CH2:16][O:17][CH2:18][CH2:19][O:20][CH2:21][CH2:22][O:23][CH2:24][CH2:25][O:26][CH2:27][CH2:28][OH:29].[C:30]1(C)[C:31]([S:36](Cl)(=[O:38])=[O:37])=[CH:32][CH:33]=[CH:34][CH:35]=1.Cl.O.N1C=CC=C[CH:44]=1, predict the reaction product. The product is: [S:36]([O:29][CH2:28][CH2:27][O:26][CH2:25][CH2:24][O:23][CH2:22][CH2:21][O:20][CH2:19][CH2:18][O:17][CH2:16][CH2:15][O:14][CH2:13][CH2:12][O:11][CH2:10][CH2:9][O:8][CH2:7][CH2:6][O:5][CH2:4][CH2:3][O:2][CH3:1])([C:31]1[CH:30]=[CH:35][C:34]([CH3:44])=[CH:33][CH:32]=1)(=[O:37])=[O:38]. (3) Given the reactants [OH:1][NH:2][C:3]([CH:5]=[CH:6][C:7]1[CH:35]=[CH:34][C:10]([CH2:11]NC(=O)C2C=CC(N3CCN(CC4C=NC=CC=4)CC3)=CC=2)=[CH:9][CH:8]=1)=[O:4].C(OC(=O)C=CC1C=CC(C[S:49](=[O:58])(=[O:57])[NH:50][C:51]2[CH:52]=[N:53][CH:54]=[CH:55][CH:56]=2)=CC=1)C, predict the reaction product. The product is: [OH:1][NH:2][C:3](=[O:4])[CH:5]=[CH:6][C:7]1[CH:8]=[CH:9][C:10]([CH2:11][S:49](=[O:58])(=[O:57])[NH:50][C:51]2[CH:52]=[N:53][CH:54]=[CH:55][CH:56]=2)=[CH:34][CH:35]=1. (4) Given the reactants [CH2:1]([O:8][C:9]([NH:11][C@@H:12]([C:16]([OH:18])=O)[CH:13]([CH3:15])[CH3:14])=[O:10])[C:2]1[CH:7]=[CH:6][CH:5]=[CH:4][CH:3]=1.N1C(F)=NC(F)=NC=1[F:21], predict the reaction product. The product is: [CH2:1]([O:8][C:9](=[O:10])[NH:11][CH:12]([C:16]([F:21])=[O:18])[CH:13]([CH3:15])[CH3:14])[C:2]1[CH:7]=[CH:6][CH:5]=[CH:4][CH:3]=1. (5) Given the reactants Cl.[NH2:2][C@H:3]1[C:12]2[C:7]3=[C:8]([C:13]4[N:14]([C:17]5[CH:18]=[C:19]([C:30]([O:32][CH3:33])=[O:31])[CH:20]=[CH:21][C:22]=5[C:23]=4[CH:24]4[CH2:29][CH2:28][CH2:27][CH2:26][CH2:25]4)[CH2:15][CH2:16][N:6]3[CH2:5][CH2:4]1)[CH:9]=[CH:10][CH:11]=2.C1C=CC2N(O)N=NC=2C=1.CN(C(ON1N=NC2C=CC=NC1=2)=[N+](C)C)C.F[P-](F)(F)(F)(F)F.CCN(C(C)C)C(C)C.[CH:77]([N:80]1[CH2:87][CH2:86][CH2:85][C@H:81]1[C:82](O)=[O:83])([CH3:79])[CH3:78], predict the reaction product. The product is: [CH:24]1([C:23]2[C:22]3[CH:21]=[CH:20][C:19]([C:30]([O:32][CH3:33])=[O:31])=[CH:18][C:17]=3[N:14]3[C:13]=2[C:8]2=[C:7]4[C:12](=[CH:11][CH:10]=[CH:9]2)[C@H:3]([NH:2][C:82](=[O:83])[C@@H:81]2[CH2:85][CH2:86][CH2:87][N:80]2[CH:77]([CH3:79])[CH3:78])[CH2:4][CH2:5][N:6]4[CH2:16][CH2:15]3)[CH2:29][CH2:28][CH2:27][CH2:26][CH2:25]1. (6) Given the reactants [Cl:1][C:2]1[N:10]=[C:9]2[C:5]([N:6]=[C:7]([CH2:13][N:14]3[CH2:19][CH2:18]C(N4CC(F)(F)C4)[CH2:16][CH2:15]3)[N:8]2[CH2:11][CH3:12])=[C:4]([N:26]2[CH2:31][CH2:30][O:29][CH2:28][CH2:27]2)[N:3]=1.[CH3:32][C:33]1([C:39]([NH2:41])=[O:40])CCNCC1, predict the reaction product. The product is: [Cl:1][C:2]1[N:10]=[C:9]2[C:5]([N:6]=[C:7]([CH2:13][N:14]3[CH2:15][CH2:16][C:33]([CH3:32])([C:39]([NH2:41])=[O:40])[CH2:18][CH2:19]3)[N:8]2[CH2:11][CH3:12])=[C:4]([N:26]2[CH2:31][CH2:30][O:29][CH2:28][CH2:27]2)[N:3]=1. (7) Given the reactants [Cl:1]N1C(=O)CCC1=O.[C:9]([C:13]1[CH:26]=[CH:25][CH:24]=[CH:23][C:14]=1[O:15][C:16]1[C:21]([NH2:22])=[CH:20][CH:19]=[CH:18][N:17]=1)([CH3:12])([CH3:11])[CH3:10], predict the reaction product. The product is: [C:9]([C:13]1[CH:26]=[CH:25][CH:24]=[CH:23][C:14]=1[O:15][C:16]1[C:21]([NH2:22])=[CH:20][CH:19]=[C:18]([Cl:1])[N:17]=1)([CH3:12])([CH3:10])[CH3:11]. (8) Given the reactants [Cl:1][C:2]1[CH:3]=[C:4]([CH:8]=[CH:9][C:10]=1[CH3:11])[C:5]([OH:7])=[O:6].C1C(=O)N([Br:19])C(=O)C1.CC(N=NC(C#N)(C)C)(C#N)C, predict the reaction product. The product is: [Br:19][CH2:11][C:10]1[CH:9]=[CH:8][C:4]([C:5]([OH:7])=[O:6])=[CH:3][C:2]=1[Cl:1]. (9) Given the reactants S(=O)(=O)(O)O.[NH2:6][C:7]1[C:16]([Cl:17])=[CH:15][CH:14]=[CH:13][C:8]=1[C:9]([O:11][CH3:12])=[O:10].OO.[OH-:20].[Na+].C(=O)([O-])O.[Na+].[OH2:27], predict the reaction product. The product is: [Cl:17][C:16]1[C:7]([N+:6]([O-:27])=[O:20])=[C:8]([CH:13]=[CH:14][CH:15]=1)[C:9]([O:11][CH3:12])=[O:10]. (10) Given the reactants [CH3:1][C:2]1[CH:11]=[CH:10][C:9]2[C:4](=[C:5]([NH2:12])[CH:6]=[CH:7][CH:8]=2)[N:3]=1.Br[CH:14]([C:25]1[CH:30]=[CH:29][CH:28]=[CH:27][CH:26]=1)[C:15]1[C:24]2[C:19](=[CH:20][CH:21]=[CH:22][CH:23]=2)[CH:18]=[CH:17][CH:16]=1, predict the reaction product. The product is: [CH3:1][C:2]1[CH:11]=[CH:10][C:9]2[C:4](=[C:5]([NH:12][CH:14]([C:15]3[C:24]4[C:19](=[CH:20][CH:21]=[CH:22][CH:23]=4)[CH:18]=[CH:17][CH:16]=3)[C:25]3[CH:30]=[CH:29][CH:28]=[CH:27][CH:26]=3)[CH:6]=[CH:7][CH:8]=2)[N:3]=1.